The task is: Predict the reaction yield, written as a fraction of the theoretical maximum amount of product (1.0 means a 100% yield; for example, 0.34 means a 34% yield).. This data is from Reaction yield outcomes from USPTO patents with 853,638 reactions. (1) The reactants are [CH:1]1([C:4]2[CH:9]=[CH:8][N:7]=[CH:6][C:5]=2[N:10]2[CH2:14][CH2:13][NH:12][C:11]2=[O:15])[CH2:3][CH2:2]1.Br[C:17]1[C:18]([F:26])=[CH:19][C:20]2[CH:24]=[CH:23][S:22][C:21]=2[CH:25]=1.CN[C@@H]1CCCC[C@H]1NC.P([O-])([O-])([O-])=O.[K+].[K+].[K+]. The catalyst is [Cu](I)I.O1CCOCC1. The product is [CH:1]1([C:4]2[CH:9]=[CH:8][N:7]=[CH:6][C:5]=2[N:10]2[CH2:14][CH2:13][N:12]([C:17]3[C:18]([F:26])=[CH:19][C:20]4[CH:24]=[CH:23][S:22][C:21]=4[CH:25]=3)[C:11]2=[O:15])[CH2:3][CH2:2]1. The yield is 0.460. (2) The reactants are [Cl:1][C:2]1[CH:7]=[CH:6][C:5]([CH:8]2[CH2:13][C:12](=[O:14])[NH:11][C:10]([CH3:15])=[C:9]2[C:16]([OH:18])=O)=[C:4]([F:19])[CH:3]=1.[Cl:20][C:21]1[C:29]2[C:24](=[CH:25][CH:26]=[C:27]([NH2:30])[CH:28]=2)[NH:23][N:22]=1.N=C=N. The catalyst is CN(C=O)C. The product is [Cl:1][C:2]1[CH:7]=[CH:6][C:5]([CH:8]2[CH2:13][C:12](=[O:14])[NH:11][C:10]([CH3:15])=[C:9]2[C:16]([NH:30][C:27]2[CH:28]=[C:29]3[C:24](=[CH:25][CH:26]=2)[NH:23][N:22]=[C:21]3[Cl:20])=[O:18])=[C:4]([F:19])[CH:3]=1. The yield is 0.0650. (3) The reactants are S(Br)([Br:3])=O.[F:5][C:6]1[N:11]=[CH:10][C:9]([CH:12](O)[CH3:13])=[CH:8][CH:7]=1.CC(OO)=O. The catalyst is C(Cl)Cl. The product is [Br:3][CH:12]([C:9]1[CH:8]=[CH:7][C:6]([F:5])=[N:11][CH:10]=1)[CH3:13]. The yield is 0.960. (4) The reactants are Cl.O.[NH2:3]N.Cl.[CH2:6]([O:8][C:9](=[O:22])[C:10](=[CH:18][N:19](C)C)[C:11](=O)[C:12]([O:14][CH2:15][CH3:16])=[O:13])[CH3:7]. The catalyst is C(O)C. The product is [CH2:15]([O:14][C:12]([C:11]1[NH:3][N:19]=[CH:18][C:10]=1[C:9]([O:8][CH2:6][CH3:7])=[O:22])=[O:13])[CH3:16]. The yield is 0.310. (5) The reactants are [CH3:1][O:2][C:3](=[O:33])[C:4]1[CH:9]=[CH:8][C:7]([CH2:10][N:11]2[CH:15]=[C:14]([C:16]3[CH:21]=[CH:20][C:19]([Cl:22])=[CH:18][C:17]=3[Cl:23])[N:13]=[C:12]2/[CH:24]=[CH:25]/[C:26]2[CH:31]=[CH:30][C:29](Br)=[CH:28][CH:27]=2)=[CH:6][CH:5]=1.[F:34][C:35]1[CH:40]=[CH:39][C:38]([O:41][CH2:42][CH2:43][CH3:44])=[CH:37][C:36]=1B(O)O. No catalyst specified. The product is [CH3:1][O:2][C:3](=[O:33])[C:4]1[CH:9]=[CH:8][C:7]([CH2:10][N:11]2[CH:15]=[C:14]([C:16]3[CH:21]=[CH:20][C:19]([Cl:22])=[CH:18][C:17]=3[Cl:23])[N:13]=[C:12]2/[CH:24]=[CH:25]/[C:26]2[CH:31]=[CH:30][C:29]([C:40]3[CH:39]=[C:38]([O:41][CH2:42][CH2:43][CH3:44])[CH:37]=[CH:36][C:35]=3[F:34])=[CH:28][CH:27]=2)=[CH:6][CH:5]=1. The yield is 0.910.